From a dataset of Catalyst prediction with 721,799 reactions and 888 catalyst types from USPTO. Predict which catalyst facilitates the given reaction. (1) The catalyst class is: 1. Reactant: C([Li])[CH2:2][CH2:3][CH3:4].[C:6]([N:13]1[CH:17]=[CH:16][CH:15]=[CH:14]1)([O:8][C:9]([CH3:12])([CH3:11])[CH3:10])=[O:7].[B:18](OC)([O:21]C)[O:19][CH3:20].Cl. Product: [CH:3]([NH:13][CH:17]([CH3:16])[CH3:20])([CH3:4])[CH3:2].[C:9]([O:8][C:6]([N:13]1[CH:14]=[CH:15][CH:16]=[C:17]1[B:18]([OH:21])[OH:19])=[O:7])([CH3:12])([CH3:11])[CH3:10]. (2) Reactant: [CH2:1]([C:5]1[N:9]2[CH:10]=[CH:11][CH:12]=[CH:13][C:8]2=[C:7]([C:14]([OH:16])=O)[N:6]=1)[CH2:2]CC.C(Cl)CCl.C1C=CC2N([OH:30])N=NC=2C=1.C([N:33]([CH:37]([CH3:39])C)[CH:34]([CH3:36])C)C.[NH2:40][C:41]1[CH:46]=[CH:45][CH:44]=[CH:43][CH:42]=1. Product: [C:41]1([NH:40][C:14]([C:7]2[N:6]=[C:5]([CH2:1][CH2:2][N:33]3[CH2:34][CH2:36][O:30][CH2:39][CH2:37]3)[N:9]3[CH:10]=[CH:11][CH:12]=[CH:13][C:8]=23)=[O:16])[CH:46]=[CH:45][CH:44]=[CH:43][CH:42]=1. The catalyst class is: 39. (3) Reactant: Cl[C:2]1[C:3]2[C:10]([I:11])=[CH:9][N:8]([CH:12]3[CH2:16][CH2:15][CH2:14][CH2:13]3)[C:4]=2[N:5]=[CH:6][N:7]=1.[OH-].[NH3:18]. Product: [CH:12]1([N:8]2[C:4]3[N:5]=[CH:6][N:7]=[C:2]([NH2:18])[C:3]=3[C:10]([I:11])=[CH:9]2)[CH2:16][CH2:15][CH2:14][CH2:13]1. The catalyst class is: 12. (4) Reactant: [NH2:1][CH2:2][C:3]1([N:7](CC2C=CC=CC=2)[CH2:8][C:9]2[CH:14]=[CH:13][CH:12]=[CH:11][CH:10]=2)[CH2:6][O:5][CH2:4]1. Product: [NH2:1][CH2:2][C:3]1([NH:7][CH2:8][C:9]2[CH:14]=[CH:13][CH:12]=[CH:11][CH:10]=2)[CH2:6][O:5][CH2:4]1. The catalyst class is: 19.